Dataset: Full USPTO retrosynthesis dataset with 1.9M reactions from patents (1976-2016). Task: Predict the reactants needed to synthesize the given product. The reactants are: [Br:1][C:2]1[CH:3]=[C:4]2[C:9](=[CH:10][CH:11]=1)[N:8]=[CH:7][C:6]([C:12](=[O:14])[CH3:13])=[C:5]2Cl.[CH3:16][N:17]1[CH2:22][CH2:21][N:20]([CH2:23][C:24]2[CH:30]=[CH:29][C:27]([NH2:28])=[CH:26][CH:25]=2)[CH2:19][CH2:18]1. Given the product [Br:1][C:2]1[CH:3]=[C:4]2[C:9](=[CH:10][CH:11]=1)[N:8]=[CH:7][C:6]([C:12](=[O:14])[CH3:13])=[C:5]2[NH:28][C:27]1[CH:26]=[CH:25][C:24]([CH2:23][N:20]2[CH2:19][CH2:18][N:17]([CH3:16])[CH2:22][CH2:21]2)=[CH:30][CH:29]=1, predict the reactants needed to synthesize it.